This data is from Catalyst prediction with 721,799 reactions and 888 catalyst types from USPTO. The task is: Predict which catalyst facilitates the given reaction. (1) Reactant: C(O[C:5](=[O:7])[CH3:6])(=O)C.[Cl:8][C:9]1[N:13]2[N:14]=[C:15]([NH2:18])[CH:16]=[CH:17][C:12]2=[N:11][N:10]=1. Product: [Cl:8][C:9]1[N:13]2[N:14]=[C:15]([NH:18][C:5](=[O:7])[CH3:6])[CH:16]=[CH:17][C:12]2=[N:11][N:10]=1. The catalyst class is: 17. (2) Reactant: [F:1][C:2]1[C:11](F)=[CH:10][CH:9]=[C:8]2[C:3]=1[CH2:4][CH2:5][CH2:6][C:7]2=[O:13].[NH3:14]. Product: [NH2:14][C:11]1[C:2]([F:1])=[C:3]2[C:8](=[CH:9][CH:10]=1)[C:7](=[O:13])[CH2:6][CH2:5][CH2:4]2. The catalyst class is: 5. (3) Reactant: [C:1]([C:5]1[CH:6]=[C:7]([NH:44][S:45]([CH3:48])(=[O:47])=[O:46])[C:8]([O:42][CH3:43])=[C:9]([NH:11][C:12]([C:14]2[S:18][C:17]3[C:19]([NH:23][C:24](=[O:41])[C:25]4[CH:30]=[CH:29][C:28]([NH:31]CC5C=CC(OC)=CC=5)=[N:27][CH:26]=4)=[CH:20][CH:21]=[CH:22][C:16]=3[CH:15]=2)=[O:13])[CH:10]=1)([CH3:4])([CH3:3])[CH3:2]. Product: [NH2:31][C:28]1[CH:29]=[CH:30][C:25]([C:24]([NH:23][C:19]2[C:17]3[S:18][C:14]([C:12](=[O:13])[NH:11][C:9]4[CH:10]=[C:5]([C:1]([CH3:3])([CH3:4])[CH3:2])[CH:6]=[C:7]([NH:44][S:45]([CH3:48])(=[O:47])=[O:46])[C:8]=4[O:42][CH3:43])=[CH:15][C:16]=3[CH:22]=[CH:21][CH:20]=2)=[O:41])=[CH:26][N:27]=1. The catalyst class is: 55. (4) Reactant: [CH2:1]([N:8]1[C:17](=[O:18])[C:16]2[C:11](=[CH:12][CH:13]=[CH:14][CH:15]=2)[C:10]([C:19]2[C:27]3[C:22](=[CH:23][CH:24]=[CH:25][CH:26]=3)[N:21]([CH2:28][C:29](O)=[O:30])[C:20]=2[CH3:32])=[N:9]1)[C:2]1[CH:7]=[CH:6][CH:5]=[CH:4][CH:3]=1.[CH3:33][S:34]([NH2:37])(=[O:36])=[O:35].F[P-](F)(F)(F)(F)F.N1(O[P+](N(C)C)(N(C)C)N(C)C)C2C=CC=CC=2N=N1.C(N(C(C)C)CC)(C)C. Product: [CH2:1]([N:8]1[C:17](=[O:18])[C:16]2[C:11](=[CH:12][CH:13]=[CH:14][CH:15]=2)[C:10]([C:19]2[C:27]3[C:22](=[CH:23][CH:24]=[CH:25][CH:26]=3)[N:21]([CH2:28][C:29]([NH:37][S:34]([CH3:33])(=[O:36])=[O:35])=[O:30])[C:20]=2[CH3:32])=[N:9]1)[C:2]1[CH:7]=[CH:6][CH:5]=[CH:4][CH:3]=1. The catalyst class is: 6. (5) Reactant: C(Cl)(=O)C(Cl)=O.CS(C)=O.[C:11]([O:15][C:16]([N:18]1[C@H:27]([CH2:28][OH:29])[CH2:26][C:25]2[C:20](=[CH:21][CH:22]=[CH:23][CH:24]=2)[CH2:19]1)=[O:17])([CH3:14])([CH3:13])[CH3:12].C(N(CC)CC)C. Product: [C:11]([O:15][C:16]([N:18]1[C@H:27]([CH:28]=[O:29])[CH2:26][C:25]2[C:20](=[CH:21][CH:22]=[CH:23][CH:24]=2)[CH2:19]1)=[O:17])([CH3:14])([CH3:13])[CH3:12]. The catalyst class is: 2.